The task is: Predict the product of the given reaction.. This data is from Forward reaction prediction with 1.9M reactions from USPTO patents (1976-2016). (1) Given the reactants ClC(Cl)(Cl)COC(=O)[NH:6][C:7]1[CH:12]=[CH:11][C:10]([C@@H:13]2[CH2:15][C@H:14]2[N:16]([C:21]([O:23][C:24]([CH3:27])([CH3:26])[CH3:25])=[O:22])[CH2:17][CH:18]2[CH2:20][CH2:19]2)=[CH:9][CH:8]=1.C(O)(=O)C.[OH-].[Na+].C(OCC)(=O)C, predict the reaction product. The product is: [NH2:6][C:7]1[CH:12]=[CH:11][C:10]([C@@H:13]2[CH2:15][C@H:14]2[N:16]([CH2:17][CH:18]2[CH2:20][CH2:19]2)[C:21](=[O:22])[O:23][C:24]([CH3:27])([CH3:26])[CH3:25])=[CH:9][CH:8]=1. (2) Given the reactants [Cl:1][C:2]1[S:6][C:5]([NH:7][S:8]([C:11]2[CH:16]=[CH:15][C:14]([O:17][C:18]3[CH:23]=[CH:22][C:21]([F:24])=[CH:20][C:19]=3I)=[C:13]([C:26]#[N:27])[CH:12]=2)(=[O:10])=[O:9])=[N:4][CH:3]=1.CC1(C)C(C)(C)OB([C:36]2[CH:37]=[N:38][NH:39][CH:40]=2)O1.C(=O)([O-])[O-].[Na+].[Na+], predict the reaction product. The product is: [Cl:1][C:2]1[S:6][C:5]([NH:7][S:8]([C:11]2[CH:16]=[CH:15][C:14]([O:17][C:18]3[CH:23]=[CH:22][C:21]([F:24])=[CH:20][C:19]=3[C:36]3[CH:37]=[N:38][NH:39][CH:40]=3)=[C:13]([C:26]#[N:27])[CH:12]=2)(=[O:10])=[O:9])=[N:4][CH:3]=1. (3) Given the reactants Cl[C:2]1[CH:7]=[C:6]([NH:8][C:9]2[CH:18]=[C:17]([F:19])[CH:16]=[CH:15][C:10]=2[C:11]([NH:13][CH3:14])=[O:12])[C:5]([Cl:20])=[CH:4][N:3]=1.[CH2:21]([N:23]1[C:27]([NH2:28])=[CH:26][C:25]([CH3:29])=[N:24]1)[CH3:22].C(=O)([O-])[O-].[Cs+].[Cs+].CC1(C)C2C(=C(P(C3C=CC=CC=3)C3C=CC=CC=3)C=CC=2)OC2C(P(C3C=CC=CC=3)C3C=CC=CC=3)=CC=CC1=2, predict the reaction product. The product is: [Cl:20][C:5]1[C:6]([NH:8][C:9]2[CH:18]=[C:17]([F:19])[CH:16]=[CH:15][C:10]=2[C:11]([NH:13][CH3:14])=[O:12])=[CH:7][C:2]([NH:28][C:27]2[N:23]([CH2:21][CH3:22])[N:24]=[C:25]([CH3:29])[CH:26]=2)=[N:3][CH:4]=1. (4) Given the reactants [Br:1][C:2]1[CH:3]=[CH:4][C:5]([O:11][CH2:12][C:13]2[CH:18]=[CH:17][CH:16]=[CH:15][CH:14]=2)=[C:6]([CH:10]=1)[C:7]([OH:9])=O.[N:19]1[CH:24]=[CH:23][CH:22]=[C:21]([NH2:25])[N:20]=1, predict the reaction product. The product is: [Br:1][C:2]1[CH:3]=[CH:4][C:5]([O:11][CH2:12][C:13]2[CH:18]=[CH:17][CH:16]=[CH:15][CH:14]=2)=[C:6]([CH:10]=1)[C:7]([NH:25][C:21]1[N:20]=[N:19][CH:24]=[CH:23][CH:22]=1)=[O:9]. (5) The product is: [F:21][C@@H:19]1[CH2:20][N:16]([C:14](=[O:15])[CH2:13][NH:12][C:7]23[CH2:6][CH2:5][C:4]([C:1]([NH:24][C:25]4[CH:32]=[CH:31][C:28]([CH:29]=[CH2:30])=[CH:27][CH:26]=4)=[O:2])([CH2:9][CH2:8]2)[CH2:11][CH2:10]3)[C@H:17]([C:22]#[N:23])[CH2:18]1. Given the reactants [C:1]([C:4]12[CH2:11][CH2:10][C:7]([NH:12][CH2:13][C:14]([N:16]3[CH2:20][C@@H:19]([F:21])[CH2:18][C@H:17]3[C:22]#[N:23])=[O:15])([CH2:8][CH2:9]1)[CH2:6][CH2:5]2)(O)=[O:2].[NH2:24][C:25]1[CH:32]=[CH:31][C:28]([CH:29]=[CH2:30])=[CH:27][CH:26]=1, predict the reaction product. (6) The product is: [Si:19]([O:1][CH2:2][CH:3]1[CH2:8][CH2:7][C:6](=[O:9])[CH2:5][CH2:4]1)([C:16]([CH3:18])([CH3:17])[CH3:15])([CH3:21])[CH3:20]. Given the reactants [OH:1][CH2:2][CH:3]1[CH2:8][CH2:7][C:6](=[O:9])[CH2:5][CH2:4]1.N1C=CN=C1.[CH3:15][C:16]([Si:19](Cl)([CH3:21])[CH3:20])([CH3:18])[CH3:17].CN(C=O)C, predict the reaction product. (7) Given the reactants [CH2:1]([N:3]([C:8]1[CH:18]=[C:17]([S:19]([CH3:22])(=[O:21])=[O:20])[CH:16]=[CH:15][C:9]=1[C:10]([O:12]CC)=[O:11])[S:4]([CH3:7])(=[O:6])=[O:5])[CH3:2].O.[OH-].[Li+].Cl, predict the reaction product. The product is: [CH2:1]([N:3]([C:8]1[CH:18]=[C:17]([S:19]([CH3:22])(=[O:20])=[O:21])[CH:16]=[CH:15][C:9]=1[C:10]([OH:12])=[O:11])[S:4]([CH3:7])(=[O:6])=[O:5])[CH3:2]. (8) Given the reactants Cl[C:2]1[N:7]=[C:6]([NH:8][C:9]2[S:10][C:11]([C:14]#[N:15])=[CH:12][N:13]=2)[CH:5]=[C:4]([Cl:16])[N:3]=1.Cl.[F:18][C:19]1[CH:20]=[CH:21][C:22]([C@@H:25]([NH2:27])[CH3:26])=[N:23][CH:24]=1, predict the reaction product. The product is: [Cl:16][C:4]1[N:3]=[C:2]([NH:27][C@H:25]([C:22]2[CH:21]=[CH:20][C:19]([F:18])=[CH:24][N:23]=2)[CH3:26])[N:7]=[C:6]([NH:8][C:9]2[S:10][C:11]([C:14]#[N:15])=[CH:12][N:13]=2)[CH:5]=1. (9) Given the reactants [CH2:1]([O:3][C:4]([C@@H:6]1[CH2:8][C@H:7]1[C:9]1[CH:14]=[CH:13][C:12]([O:15]C(C)(C)C)=[CH:11][CH:10]=1)=[O:5])[CH3:2].FC(F)(F)C(O)=O, predict the reaction product. The product is: [CH2:1]([O:3][C:4]([C@@H:6]1[CH2:8][C@H:7]1[C:9]1[CH:10]=[CH:11][C:12]([OH:15])=[CH:13][CH:14]=1)=[O:5])[CH3:2].